The task is: Predict the reactants needed to synthesize the given product.. This data is from Full USPTO retrosynthesis dataset with 1.9M reactions from patents (1976-2016). (1) Given the product [C:1]([O:5][C:6]([NH:8][CH:9]([C:13]1[CH:14]=[CH:15][C:16]([CH:33]2[CH2:30][CH2:31]2)=[CH:17][CH:18]=1)[C:10]([OH:12])=[O:11])=[O:7])([CH3:2])([CH3:3])[CH3:4], predict the reactants needed to synthesize it. The reactants are: [C:1]([O:5][C:6]([NH:8][C@H:9]([C:13]1[CH:18]=[CH:17][C:16](OCC(OC)OCC)=[CH:15][CH:14]=1)[C:10]([OH:12])=[O:11])=[O:7])([CH3:4])([CH3:3])[CH3:2].[OH-].[Na+].O.[C:30](OC(OC(OC(C)(C)C)=O)=O)([CH3:33])(C)[CH3:31]. (2) Given the product [OH:22][C:18]1[CH:17]=[C:16]([C:5]2[N:6]=[C:7]3[C:2]([NH:1][C:69](=[O:68])[N:8]3[CH2:9][CH:10]3[CH2:11][CH2:12][O:13][CH2:14][CH2:15]3)=[C:3]([C:40]([NH2:44])=[O:41])[N:4]=2)[CH:21]=[CH:20][CH:19]=1, predict the reactants needed to synthesize it. The reactants are: [NH2:1][C:2]1[C:3]([C:40](OC)=[O:41])=[N:4][C:5]([C:16]2[CH:21]=[CH:20][CH:19]=[C:18]([O:22][Si](C(C)(C)C)(C3C=CC=CC=3)C3C=CC=CC=3)[CH:17]=2)=[N:6][C:7]=1[NH:8][CH2:9][CH:10]1[CH2:15][CH2:14][O:13][CH2:12][CH2:11]1.[NH2:44]C1C(C(OC)=O)=NC(Cl)=NC=1NCC1CCOCC1.C([Si](C(C)C)(C(C)C)[O:68][C:69]1C=CC=C([Sn](C)(C)C)C=1)(C)C.